From a dataset of Full USPTO retrosynthesis dataset with 1.9M reactions from patents (1976-2016). Predict the reactants needed to synthesize the given product. (1) Given the product [CH2:20]([C:18]1[O:19][C:15]2[CH:14]=[CH:13][C:12]([CH2:11][N:9]3[CH:10]=[C:3]4[C:4]([N:5]=[CH:6][N:7]=[C:2]4[NH:23][CH2:24][C:25]4[C:26]([CH3:47])=[CH:27][C:28]([NH2:32])=[N:29][C:30]=4[CH3:31])=[N:8]3)=[CH:22][C:16]=2[N:17]=1)[CH3:21], predict the reactants needed to synthesize it. The reactants are: Cl[C:2]1[C:3]2[C:4](=[N:8][N:9]([CH2:11][C:12]3[CH:13]=[CH:14][C:15]4[O:19][C:18]([CH2:20][CH3:21])=[N:17][C:16]=4[CH:22]=3)[CH:10]=2)[N:5]=[CH:6][N:7]=1.[NH2:23][CH2:24][C:25]1[C:26]([CH3:47])=[CH:27][C:28]([N:32](C(OC(C)(C)C)=O)C(=O)OC(C)(C)C)=[N:29][C:30]=1[CH3:31]. (2) The reactants are: [CH3:1][C@:2]12[C@@:19]3([CH3:20])[C@@H:10]([C@:11]4([CH3:36])[C@@H:16]([CH2:17][CH2:18]3)[C:15]([CH3:22])([CH3:21])[C:14]([C:23]3[CH:35]=[CH:34][C:26]([C:27]([O:29]C(C)(C)C)=[O:28])=[CH:25][CH:24]=3)=[CH:13][CH2:12]4)[CH2:9][CH2:8][C@@H:7]1[C@H:6]1[C@H:37]([C:40]([CH3:42])=[CH2:41])[CH2:38][CH2:39][C@:5]1([CH2:43][NH:44][CH2:45][CH2:46][C:47]1[CH:52]=[CH:51][CH:50]=[CH:49][N:48]=1)[CH2:4][CH2:3]2.C(O)(C(F)(F)F)=O. Given the product [CH3:1][C@:2]12[C@@:19]3([CH3:20])[C@@H:10]([C@:11]4([CH3:36])[C@@H:16]([CH2:17][CH2:18]3)[C:15]([CH3:21])([CH3:22])[C:14]([C:23]3[CH:24]=[CH:25][C:26]([C:27]([OH:29])=[O:28])=[CH:34][CH:35]=3)=[CH:13][CH2:12]4)[CH2:9][CH2:8][C@@H:7]1[C@H:6]1[C@H:37]([C:40]([CH3:42])=[CH2:41])[CH2:38][CH2:39][C@:5]1([CH2:43][NH:44][CH2:45][CH2:46][C:47]1[CH:52]=[CH:51][CH:50]=[CH:49][N:48]=1)[CH2:4][CH2:3]2, predict the reactants needed to synthesize it. (3) Given the product [CH2:1]([O:8][C@H:9]1[CH2:14][CH2:13][CH2:12][CH2:11][C@@H:10]1[NH:15][C:16]1[CH:23]=[C:22]([N:24]2[C:32]3[CH2:31][C:30]([CH3:34])([CH3:33])[CH2:29][C:28](=[O:35])[C:27]=3[C:26]([C:36]([F:38])([F:37])[F:39])=[N:25]2)[CH:21]=[CH:20][C:17]=1[C:18]([NH2:19])=[O:40])[C:2]1[CH:7]=[CH:6][CH:5]=[CH:4][CH:3]=1, predict the reactants needed to synthesize it. The reactants are: [CH2:1]([O:8][C@H:9]1[CH2:14][CH2:13][CH2:12][CH2:11][C@@H:10]1[NH:15][C:16]1[CH:23]=[C:22]([N:24]2[C:32]3[CH2:31][C:30]([CH3:34])([CH3:33])[CH2:29][C:28](=[O:35])[C:27]=3[C:26]([C:36]([F:39])([F:38])[F:37])=[N:25]2)[CH:21]=[CH:20][C:17]=1[C:18]#[N:19])[C:2]1[CH:7]=[CH:6][CH:5]=[CH:4][CH:3]=1.[OH-:40].[Na+].OO. (4) Given the product [CH3:33][S:34]([OH:37])(=[O:36])=[O:35].[CH:1]1([C:4]2[NH:5][C:6]([C:25]3[CH:30]=[CH:29][C:28]([F:31])=[CH:27][C:26]=3[F:32])=[C:7]([C:9]3[N:14]=[C:13]4[O:15][C:16]([NH:18][C@@H:19]([CH3:24])[CH2:20][CH2:21][O:22][CH3:23])=[N:17][C:12]4=[CH:11][CH:10]=3)[N:8]=2)[CH2:3][CH2:2]1, predict the reactants needed to synthesize it. The reactants are: [CH:1]1([C:4]2[NH:5][C:6]([C:25]3[CH:30]=[CH:29][C:28]([F:31])=[CH:27][C:26]=3[F:32])=[C:7]([C:9]3[N:14]=[C:13]4[O:15][C:16]([NH:18][C@@H:19]([CH3:24])[CH2:20][CH2:21][O:22][CH3:23])=[N:17][C:12]4=[CH:11][CH:10]=3)[N:8]=2)[CH2:3][CH2:2]1.[CH3:33][S:34]([OH:37])(=[O:36])=[O:35]. (5) Given the product [Cl:34][C:35]1[C:36]2[CH:46]=[CH:45][CH:44]=[CH:43][C:37]=2[S:38][C:39]=1[C:40]([N:18]([CH2:17][C:11]1[CH:10]=[C:9]([C:5]2[CH:6]=[CH:7][CH:8]=[C:3]([C:1]#[N:2])[CH:4]=2)[CH:14]=[CH:13][C:12]=1[O:15][CH3:16])[CH:19]1[CH2:24][CH2:23][CH:22]([N:25]([CH3:33])[C:26](=[O:32])[O:27][C:28]([CH3:30])([CH3:29])[CH3:31])[CH2:21][CH2:20]1)=[O:41], predict the reactants needed to synthesize it. The reactants are: [C:1]([C:3]1[CH:4]=[C:5]([C:9]2[CH:14]=[CH:13][C:12]([O:15][CH3:16])=[C:11]([CH2:17][NH:18][CH:19]3[CH2:24][CH2:23][CH:22]([N:25]([CH3:33])[C:26](=[O:32])[O:27][C:28]([CH3:31])([CH3:30])[CH3:29])[CH2:21][CH2:20]3)[CH:10]=2)[CH:6]=[CH:7][CH:8]=1)#[N:2].[Cl:34][C:35]1[C:36]2[CH:46]=[CH:45][CH:44]=[CH:43][C:37]=2[S:38][C:39]=1[C:40](Cl)=[O:41]. (6) The reactants are: BrC1C=CC=C2C=1C(C1C(O)=CC3OCOC=3C=1)[C:5](=[O:16])N2CCCCC.[C:27]1([CH:33]([C:54]2[CH:59]=[CH:58][CH:57]=[CH:56][CH:55]=2)[N:34]2[C:42]3[C:37](=[CH:38][CH:39]=[CH:40][CH:41]=3)[CH:36]([C:43]3[C:51]([OH:52])=[CH:50][C:46]4[O:47][CH2:48][O:49][C:45]=4[CH:44]=3)[C:35]2=[O:53])[CH:32]=[CH:31][CH:30]=[CH:29][CH:28]=1. Given the product [C:54]1([CH:33]([C:27]2[CH:28]=[CH:29][CH:30]=[CH:31][CH:32]=2)[N:34]2[C:42]3[C:37](=[CH:38][CH:39]=[CH:40][CH:41]=3)[C:36]([C:43]3[C:51]([OH:52])=[CH:50][C:46]4[O:47][CH2:48][O:49][C:45]=4[CH:44]=3)([CH2:5][OH:16])[C:35]2=[O:53])[CH:59]=[CH:58][CH:57]=[CH:56][CH:55]=1, predict the reactants needed to synthesize it. (7) Given the product [CH2:40]([N:44]([CH3:49])[CH2:45][CH2:46][O:10][C:8]1[CH:7]=[CH:6][C:36]([CH2:37][CH2:32][CH2:31][NH:3][C:4]2[CH:9]=[C:8]([O:10][CH3:11])[C:7]([O:12][CH3:13])=[CH:6][C:5]=2[C@@H:14]2[CH2:23][CH2:22][C:21]3[CH:20]=[C:19]([OH:24])[CH:18]=[CH:17][C:16]=3[CH2:15]2)=[CH:35][CH:34]=1)[CH2:41][CH2:42][CH3:43], predict the reactants needed to synthesize it. The reactants are: C([N:3]([C:31](=O)[C:32]1[CH:37]=[CH:36][C:35](O)=[CH:34]C=1)[C:4]1[CH:9]=[C:8]([O:10][CH3:11])[C:7]([O:12][CH3:13])=[CH:6][C:5]=1[C@@H:14]1[CH2:23][CH2:22][C:21]2[CH:20]=[C:19]([O:24]C(=O)C(C)(C)C)[CH:18]=[CH:17][C:16]=2[CH2:15]1)C.[CH2:40]([N:44]([CH3:49])[C:45](=O)[CH2:46]Cl)[CH2:41][CH2:42][CH3:43].